From a dataset of Catalyst prediction with 721,799 reactions and 888 catalyst types from USPTO. Predict which catalyst facilitates the given reaction. (1) Reactant: [CH3:1][C:2]1[O:3][C:4]2[C:9]([C:10](=[O:12])[CH:11]=1)=[CH:8][CH:7]=[CH:6][C:5]=2[CH:13]=[C:14]([C:18](=[O:20])[CH3:19])[C:15](=O)[CH3:16].[CH:21]([O:24][C:25]1[N:30]=[C:29]([NH2:31])[N:28]=[C:27]([NH2:32])[CH:26]=1)([CH3:23])[CH3:22]. Product: [C:18]([C:14]1[CH:13]([C:5]2[CH:6]=[CH:7][CH:8]=[C:9]3[C:4]=2[O:3][C:2]([CH3:1])=[CH:11][C:10]3=[O:12])[C:26]2[C:25]([O:24][CH:21]([CH3:22])[CH3:23])=[N:30][C:29]([NH2:31])=[N:28][C:27]=2[NH:32][C:15]=1[CH3:16])(=[O:20])[CH3:19]. The catalyst class is: 32. (2) Reactant: [CH:1]([C:3]1[CH:4]=[C:5](B(O)O)[CH:6]=[CH:7][CH:8]=1)=[O:2].Cl[C:13]1[CH:20]=[C:19]([O:21][CH3:22])C=C[C:14]=1[C:15]#[N:16].C([O-])([O-])=O.[K+].[K+]. Product: [CH3:22][O:21][C:19]1[N:16]=[C:15]([C:5]2[CH:4]=[C:3]([CH:8]=[CH:7][CH:6]=2)[CH:1]=[O:2])[CH:14]=[CH:13][CH:20]=1. The catalyst class is: 492. (3) Reactant: [NH2:1][C:2]1[C:3]([NH:12][CH2:13][C:14]2[CH:19]=[CH:18][C:17]([Cl:20])=[CH:16][CH:15]=2)=[C:4]([CH:9]=[CH:10][CH:11]=1)[C:5]([O:7][CH3:8])=[O:6].C(O)(=O)C.[N:25]([O-])=O.[Na+]. Product: [Cl:20][C:17]1[CH:16]=[CH:15][C:14]([CH2:13][N:12]2[C:3]3[C:4]([C:5]([O:7][CH3:8])=[O:6])=[CH:9][CH:10]=[CH:11][C:2]=3[N:1]=[N:25]2)=[CH:19][CH:18]=1. The catalyst class is: 11. (4) Reactant: Cl.Cl.[NH:3]([C:5]1[C:14]2[C:9](=[CH:10][CH:11]=[CH:12][CH:13]=2)[N:8]=[C:7]([CH3:15])[N:6]=1)[NH2:4].C(N(CC)CC)C.[CH3:23][C:24]1[CH:29]=[C:28]([C:30]([CH3:32])=O)[CH:27]=[CH:26][CH:25]=1. Product: [CH3:15][C:7]1[N:6]=[C:5]([NH:3][N:4]=[C:30]([C:28]2[CH:29]=[C:24]([CH3:23])[CH:25]=[CH:26][CH:27]=2)[CH3:32])[C:14]2[C:9](=[CH:10][CH:11]=[CH:12][CH:13]=2)[N:8]=1. The catalyst class is: 8.